Predict the product of the given reaction. From a dataset of Forward reaction prediction with 1.9M reactions from USPTO patents (1976-2016). (1) Given the reactants CO.[CH2:3]([C:6]1[C:14]2[O:13][N:12]=[C:11]([C:15]([F:18])([F:17])[F:16])[C:10]=2[CH:9]=[CH:8][C:7]=1[O:19][CH2:20][CH2:21][CH2:22][C:23]([O:25]CC)=[O:24])[CH2:4][CH3:5].[OH-].[Na+].C(OCC)(=O)C, predict the reaction product. The product is: [CH2:3]([C:6]1[C:14]2[O:13][N:12]=[C:11]([C:15]([F:16])([F:17])[F:18])[C:10]=2[CH:9]=[CH:8][C:7]=1[O:19][CH2:20][CH2:21][CH2:22][C:23]([OH:25])=[O:24])[CH2:4][CH3:5]. (2) Given the reactants [OH:1][C:2]([C:5]1[O:9][N:8]=[C:7]([CH:10]=[C:11]([C:14]#[N:15])[C:12]#[N:13])[CH:6]=1)([CH3:4])[CH3:3].C[Mg]Br.Cl, predict the reaction product. The product is: [OH:1][C:2]([C:5]1[O:9][N:8]=[C:7]([CH2:10][CH:11]([C:12]#[N:13])[C:14]#[N:15])[CH:6]=1)([CH3:4])[CH3:3]. (3) Given the reactants [Cl:1][C:2]1[CH:3]=[C:4]2[C:8](=[CH:9][C:10]=1[Cl:11])[NH:7][C:6](/[CH:12]=[CH:13]/[CH:14]=[C:15](\[O:20][CH3:21])/[C:16]([O:18]C)=[O:17])=[CH:5]2.[OH-].[K+].O.Cl, predict the reaction product. The product is: [Cl:1][C:2]1[CH:3]=[C:4]2[C:8](=[CH:9][C:10]=1[Cl:11])[NH:7][C:6](/[CH:12]=[CH:13]/[CH:14]=[C:15](\[O:20][CH3:21])/[C:16]([OH:18])=[O:17])=[CH:5]2. (4) Given the reactants [C:1]([C:3]1[S:4][C:5]2[C:11]([C:12]#[N:13])=[C:10](/[N:14]=[CH:15]/[N:16](C)C)[CH:9]=[CH:8][C:6]=2[N:7]=1)#[N:2].N[C:20]1[CH:21]=[CH:22][C:23]([O:27][CH3:28])=[C:24]([OH:26])[CH:25]=1.[K+].[Br-], predict the reaction product. The product is: [OH:26][C:24]1[CH:25]=[C:20]([NH:13][C:12]2[C:11]3[C:10](=[CH:9][CH:8]=[C:6]4[N:7]=[C:3]([C:1]#[N:2])[S:4][C:5]4=3)[N:14]=[CH:15][N:16]=2)[CH:21]=[CH:22][C:23]=1[O:27][CH3:28]. (5) Given the reactants [CH2:1]([NH:5][CH2:6][C:7]1[NH:8][C:9]2[CH:15]=[CH:14][CH:13]=[CH:12][C:10]=2[N:11]=1)[CH2:2][CH2:3][CH3:4].C([O-])(O)=O.[Na+].[F:21][C:22]1[C:30]([F:31])=[CH:29][CH:28]=[CH:27][C:23]=1[C:24](Cl)=[O:25], predict the reaction product. The product is: [CH2:1]([N:5]([CH2:6][C:7]1[NH:8][C:9]2[CH:15]=[CH:14][CH:13]=[CH:12][C:10]=2[N:11]=1)[C:24](=[O:25])[C:23]1[CH:27]=[CH:28][CH:29]=[C:30]([F:31])[C:22]=1[F:21])[CH2:2][CH2:3][CH3:4]. (6) Given the reactants [CH3:1][C@H:2]1[CH2:33][C:32]([CH3:34])=[CH:31][C@@H:30]([CH2:35][CH:36]=[CH2:37])[C:28](=[O:29])[CH2:27][C@H:26]([OH:38])[C@@H:25]([CH3:39])[C@@H:24](/[C:40](/[CH3:51])=[CH:41]/[C@H:42]2[CH2:47][C@@H:46]([O:48][CH3:49])[C@H:45]([OH:50])[CH2:44][CH2:43]2)[O:23][C:21](=[O:22])[C@H:20]2[N:15]([CH2:16][CH2:17][CH2:18][CH2:19]2)[C:13](=[O:14])[C:11](=[O:12])[C@:9]2([OH:52])[O:10][C@@H:5]([C@@H:6]([O:54][CH3:55])[CH2:7][C@H:8]2[CH3:53])[C@@H:4]([O:56][CH3:57])[CH2:3]1.[C:58]1(=[O:64])[O:63][C:61](=[O:62])[CH2:60][CH2:59]1, predict the reaction product. The product is: [CH2:35]([CH:30]1[CH:31]=[C:32]([CH3:34])[CH2:33][CH:2]([CH3:1])[CH2:3][CH:4]([O:56][CH3:57])[CH:5]2[O:10][C:9]([OH:52])([CH:8]([CH3:53])[CH2:7][CH:6]2[O:54][CH3:55])[C:11](=[O:12])[C:13](=[O:14])[N:15]2[CH:20]([CH2:19][CH2:18][CH2:17][CH2:16]2)[C:21](=[O:22])[O:23][CH:24]([C:40]([CH3:51])=[CH:41][CH:42]2[CH2:43][CH2:44][CH:45]([O:50][C:58](=[O:64])[CH2:59][CH2:60][C:61]([OH:63])=[O:62])[CH:46]([O:48][CH3:49])[CH2:47]2)[CH:25]([CH3:39])[CH:26]([OH:38])[CH2:27][C:28]1=[O:29])[CH:36]=[CH2:37]. (7) Given the reactants COC1C=CC(C[N:8]2[C:12]3=[N:13][CH:14]=[C:15]4[C:19](=[O:20])[NH:18][C:17](=[O:21])[C:16]4=[C:11]3[CH:10]=[N:9]2)=CC=1.[CH2:24](O)[CH2:25][C:26]1[CH:31]=[CH:30][CH:29]=[CH:28][CH:27]=1.C1(P(C2C=CC=CC=2)C2C=CC=CC=2)C=CC=CC=1.N(C(OC(C)C)=O)=NC(OC(C)C)=O, predict the reaction product. The product is: [CH2:24]([N:18]1[C:19](=[O:20])[C:15]2[C:16](=[C:11]3[CH:10]=[N:9][NH:8][C:12]3=[N:13][CH:14]=2)[C:17]1=[O:21])[CH2:25][C:26]1[CH:31]=[CH:30][CH:29]=[CH:28][CH:27]=1.